Dataset: NCI-60 drug combinations with 297,098 pairs across 59 cell lines. Task: Regression. Given two drug SMILES strings and cell line genomic features, predict the synergy score measuring deviation from expected non-interaction effect. (1) Drug 1: C1=C(C(=O)NC(=O)N1)N(CCCl)CCCl. Drug 2: C1C(C(OC1N2C=NC3=C(N=C(N=C32)Cl)N)CO)O. Cell line: CCRF-CEM. Synergy scores: CSS=74.9, Synergy_ZIP=-3.85, Synergy_Bliss=-5.79, Synergy_Loewe=-6.10, Synergy_HSA=-3.03. (2) Drug 1: C1C(C(OC1N2C=NC3=C2NC=NCC3O)CO)O. Drug 2: CC12CCC3C(C1CCC2OP(=O)(O)O)CCC4=C3C=CC(=C4)OC(=O)N(CCCl)CCCl.[Na+]. Cell line: HCC-2998. Synergy scores: CSS=-1.23, Synergy_ZIP=-2.51, Synergy_Bliss=-2.94, Synergy_Loewe=-10.5, Synergy_HSA=-10.0. (3) Drug 1: CN1CCC(CC1)COC2=C(C=C3C(=C2)N=CN=C3NC4=C(C=C(C=C4)Br)F)OC. Drug 2: CC1C(C(CC(O1)OC2CC(OC(C2O)C)OC3=CC4=CC5=C(C(=O)C(C(C5)C(C(=O)C(C(C)O)O)OC)OC6CC(C(C(O6)C)O)OC7CC(C(C(O7)C)O)OC8CC(C(C(O8)C)O)(C)O)C(=C4C(=C3C)O)O)O)O. Cell line: NCI-H322M. Synergy scores: CSS=37.0, Synergy_ZIP=7.66, Synergy_Bliss=10.5, Synergy_Loewe=9.18, Synergy_HSA=10.2. (4) Drug 1: CCCS(=O)(=O)NC1=C(C(=C(C=C1)F)C(=O)C2=CNC3=C2C=C(C=N3)C4=CC=C(C=C4)Cl)F. Drug 2: CC1=C(C=C(C=C1)NC(=O)C2=CC=C(C=C2)CN3CCN(CC3)C)NC4=NC=CC(=N4)C5=CN=CC=C5. Cell line: RXF 393. Synergy scores: CSS=-4.14, Synergy_ZIP=-3.10, Synergy_Bliss=-10.3, Synergy_Loewe=-11.3, Synergy_HSA=-10.2. (5) Drug 1: CCC1(CC2CC(C3=C(CCN(C2)C1)C4=CC=CC=C4N3)(C5=C(C=C6C(=C5)C78CCN9C7C(C=CC9)(C(C(C8N6C=O)(C(=O)OC)O)OC(=O)C)CC)OC)C(=O)OC)O.OS(=O)(=O)O. Drug 2: C1C(C(OC1N2C=NC(=NC2=O)N)CO)O. Cell line: OVCAR-4. Synergy scores: CSS=18.2, Synergy_ZIP=1.09, Synergy_Bliss=0.723, Synergy_Loewe=-3.38, Synergy_HSA=1.32. (6) Drug 1: C1=NC2=C(N=C(N=C2N1C3C(C(C(O3)CO)O)O)F)N. Drug 2: CS(=O)(=O)OCCCCOS(=O)(=O)C. Cell line: OVCAR-5. Synergy scores: CSS=11.9, Synergy_ZIP=-5.62, Synergy_Bliss=-3.55, Synergy_Loewe=0.807, Synergy_HSA=0.873.